Dataset: Experimentally validated miRNA-target interactions with 360,000+ pairs, plus equal number of negative samples. Task: Binary Classification. Given a miRNA mature sequence and a target amino acid sequence, predict their likelihood of interaction. (1) The miRNA is gga-miR-9-5p with sequence UCUUUGGUUAUCUAGCUGUAUGA. The protein sequence of the target gene is MELSPLQPVNENMLMNKKKNEDGKKRLSIERIYQKKTQLEHILLRPDTYIGSVELVTQQMWVYDEDVGINYREVTFVPGLYKIFDEILVNAADNKQRDPKMSCIRVTIDPENNVISIWNNGKGIPVVEHKVEKIYVPALIFGQLLTSSNYDDDEKKVTGGRNGYGAKLCNIFSTKFTVETASREYKKMFKQTWMDNMGRAGDMELKPFSGEDYTCITFQPDLSKFKMQSLDKDIVALMVRRAYDIAGSTKDVKVFLNGNSLPVKGFRSYVDLYLKDKVDETGNSLKVIHEQVNPRWEVCL.... Result: 0 (no interaction). (2) The miRNA is hsa-miR-6838-3p with sequence AAGUCCUGCUUCUGUUGCAG. The protein sequence of the target gene is MAVNVYSTSVTSENLSRHDMLAWVNDSLHLNYTKIEQLCSGAAYCQFMDMLFPGCVHLRKVKFQAKLEHEYIHNFKVLQAAFKKMGVDKIIPVEKLVKGKFQDNFEFIQWFKKFFDANYDGKDYNPLLARQGQDVAPPPNPGDQIFNKSKKLIGTAVPQRTSPTGPKNMQTSGRLSNVAPPCILRKNPPSARNGGHEADAQILELNQQLLDLKLTVDGLEKERDFYFSKLRDIELICQEHESENSPVISGIIGILYATEEGFAPPEDDEIEEHQQEDQDEY. Result: 0 (no interaction). (3) The miRNA is hsa-miR-6747-3p with sequence UCCUGCCUUCCUCUGCACCAG. The protein sequence of the target gene is MALRGHPEPQPTNTPLSATVGGPISLFTQPRCHSAARDLVWSQAWPDPDVLEISMQTPGGSSCRKEAVLPRLRVTRPLVPEPAILPVCAARLAGSLATDLSRSHSLLPPWVDLKEPPPPSAPSLLLEDPGQGGCHGAQSCVGTCELANGARGFCPEMGQNESLSEERKGHESKRKSGGRGSPSSHPTQAS. Result: 1 (interaction). (4) The miRNA is mmu-miR-302b-3p with sequence UAAGUGCUUCCAUGUUUUAGUAG. The protein sequence of the target gene is MAVACAAPGSTFSKQLLFFLLVLVLFCDACQKVSLHVPSHLKAETPVGKVNLEECLKSPSLILSSDPAFRILEDGTIYTTHDLLLSSEKRGFSILLSDGQGQEQKKLEVVLSAREKKVFRKRHTKEPVHNRSKRRWAPIPCSLMENSLGPFPQHIQQIQSDAAQNYTIFYSISGPGVDKEPYNLFYIEKDTGDIYCTRSIDREQYDQFLVYGYATTADGYAPDYPLPLLFKVEDDNDNAPYFETKLTVFSVPENCRSGTSVGQVTAIDKDEPGTLHTRLKYKILQQIPDQPKHFSIHPDT.... Result: 0 (no interaction). (5) The miRNA is mmu-miR-7023-3p with sequence UCACCCUGUCUGCGCCCCUCAG. The protein sequence of the target gene is MNEPAKHRLGCTRTPEPDIRLRKGHQLDDTRGSNNDNYQGDLEPSLETPVCSSYYENSPEEPECHDDNSQEDEGFMGMSPLLQAHHAMERMEEFVCKVWEGRWRVIPHDVLPDWLKDNDFLLHGHRPPMPSFRACFKSIFRIHTETGNIWTHLLGCVFFLCLGIFYMFRPNISFVAPLQEKVVFGLFFLGAILCLSFSWLFHTVYCHSEGVSRLFSKLDYSGIALLIMGSFVPWLYYSFYCNPQPCFIYLIVICVLGIAAIIVSQWDMFATPQYRGVRAGVFVGLGLSGIIPTLHYVISE.... Result: 0 (no interaction). (6) The miRNA is hsa-miR-7-5p with sequence UGGAAGACUAGUGAUUUUGUUGUU. The protein sequence of the target gene is MARGDAPRDSYHLVGISFFILGLGTLLPWNFFITAIPYFQARLAGAGNSTARILSTNHTGPEDAFNFNNWVTLLSQLPLLLFTLLNSFLYQCVPETVRILGSLLAILLLFALTAALVKVDMSPGPFFSITMASVCFINSFSAVLQGSLFGQLGTMPSTYSTLFLSGQGLAGIFAALAMLLSMASGVDAETSALGYFITPCVGILMSIVCYLSLPHLKFARYYLANKSSQAQAQELETKAELLQSDENGIPSSPQKVALTLDLDLEKEPESEPDEPQKPGKPSVFTVFQKIWLTALCLVLV.... Result: 1 (interaction). (7) The miRNA is mmu-miR-1941-5p with sequence AGGGAGAUGCUGGUACAGAGGCUU. The protein sequence of the target gene is MLTSKGQGFLHGGLCLWLCVFTPFFKGCVGCATEERLFHKLFSHYNQFIRPVENVSDPVTVHFEVAITQLANVDEVNQIMETNLWLRHIWNDYKLRWDPMEYDGIETLRVPADKIWKPDIVLYNNAVGDFQVEGKTKALLKYNGMITWTPPAIFKSSCPMDITFFPFDHQNCSLKFGSWTYDKAEIDLLIIGSKVDMNDFWENSEWEIIDASGYKHDIKYNCCEEIYTDITYSFYIRRLPMFYTINLIIPCLFISFLTVLVFYLPSDCGEKVTLCISVLLSLTVFLLVITETIPSTSLVV.... Result: 0 (no interaction).